This data is from NCI-60 drug combinations with 297,098 pairs across 59 cell lines. The task is: Regression. Given two drug SMILES strings and cell line genomic features, predict the synergy score measuring deviation from expected non-interaction effect. (1) Drug 1: C1=NC2=C(N=C(N=C2N1C3C(C(C(O3)CO)O)F)Cl)N. Drug 2: C1CN(P(=O)(OC1)NCCCl)CCCl. Cell line: EKVX. Synergy scores: CSS=5.09, Synergy_ZIP=-2.14, Synergy_Bliss=-3.07, Synergy_Loewe=-3.50, Synergy_HSA=-3.33. (2) Drug 1: C1=CN(C(=O)N=C1N)C2C(C(C(O2)CO)O)(F)F. Drug 2: CC1(CCCN1)C2=NC3=C(C=CC=C3N2)C(=O)N. Cell line: OVCAR3. Synergy scores: CSS=36.6, Synergy_ZIP=-4.08, Synergy_Bliss=-7.23, Synergy_Loewe=-31.3, Synergy_HSA=-5.15.